Dataset: NCI-60 drug combinations with 297,098 pairs across 59 cell lines. Task: Regression. Given two drug SMILES strings and cell line genomic features, predict the synergy score measuring deviation from expected non-interaction effect. (1) Drug 1: CC(C)(C#N)C1=CC(=CC(=C1)CN2C=NC=N2)C(C)(C)C#N. Drug 2: C1=NC2=C(N=C(N=C2N1C3C(C(C(O3)CO)O)F)Cl)N. Cell line: NCI-H226. Synergy scores: CSS=-2.52, Synergy_ZIP=0.434, Synergy_Bliss=-1.07, Synergy_Loewe=-3.08, Synergy_HSA=-2.76. (2) Drug 2: CC1C(C(=O)NC(C(=O)N2CCCC2C(=O)N(CC(=O)N(C(C(=O)O1)C(C)C)C)C)C(C)C)NC(=O)C3=C4C(=C(C=C3)C)OC5=C(C(=O)C(=C(C5=N4)C(=O)NC6C(OC(=O)C(N(C(=O)CN(C(=O)C7CCCN7C(=O)C(NC6=O)C(C)C)C)C)C(C)C)C)N)C. Synergy scores: CSS=39.7, Synergy_ZIP=7.43, Synergy_Bliss=11.0, Synergy_Loewe=8.79, Synergy_HSA=10.5. Cell line: HCT116. Drug 1: CC1C(C(CC(O1)OC2CC(CC3=C2C(=C4C(=C3O)C(=O)C5=C(C4=O)C(=CC=C5)OC)O)(C(=O)C)O)N)O.Cl.